From a dataset of Peptide-MHC class II binding affinity with 134,281 pairs from IEDB. Regression. Given a peptide amino acid sequence and an MHC pseudo amino acid sequence, predict their binding affinity value. This is MHC class II binding data. (1) The peptide sequence is GELQIVDKIDAAFGI. The MHC is DRB1_0404 with pseudo-sequence DRB1_0404. The binding affinity (normalized) is 0.605. (2) The peptide sequence is LYKGVYELQTLELNM. The MHC is DRB1_0901 with pseudo-sequence DRB1_0901. The binding affinity (normalized) is 0.525. (3) The peptide sequence is GELQIVDKIDAAFKC. The MHC is DRB3_0202 with pseudo-sequence DRB3_0202. The binding affinity (normalized) is 0.139. (4) The peptide sequence is GNQNFLTVFDSTSCN. The MHC is DRB1_0101 with pseudo-sequence DRB1_0101. The binding affinity (normalized) is 0.303. (5) The peptide sequence is TKKGNVWEVKSSKPLVGPFN. The MHC is HLA-DQA10501-DQB10301 with pseudo-sequence HLA-DQA10501-DQB10301. The binding affinity (normalized) is 0.810. (6) The peptide sequence is IIGVLHQNFKDTSMQ. The MHC is DRB1_0701 with pseudo-sequence DRB1_0701. The binding affinity (normalized) is 0.446.